This data is from Catalyst prediction with 721,799 reactions and 888 catalyst types from USPTO. The task is: Predict which catalyst facilitates the given reaction. (1) Reactant: [Br:1][C:2]1[CH:3]=[CH:4][C:5]([F:10])=[C:6]([CH:9]=1)[CH:7]=[O:8].[Si:11](C#N)([CH3:14])([CH3:13])[CH3:12].C[C:18]#[N:19]. Product: [Br:1][C:2]1[CH:3]=[CH:4][C:5]([F:10])=[C:6]([CH:7]([O:8][Si:11]([CH3:14])([CH3:13])[CH3:12])[C:18]#[N:19])[CH:9]=1. The catalyst class is: 142. (2) Reactant: C(=O)([O-])[O-].[K+].[K+].FC(F)(F)C([NH:11][C@H:12]1[C:20]2[C:15](=[CH:16][CH:17]=[C:18]([O:21][CH3:22])[CH:19]=2)[C@H:14]([OH:23])[CH2:13]1)=O. Product: [NH2:11][C@H:12]1[C:20]2[C:15](=[CH:16][CH:17]=[C:18]([O:21][CH3:22])[CH:19]=2)[C@H:14]([OH:23])[CH2:13]1. The catalyst class is: 24. (3) Reactant: [Br:1][C:2]1[CH:8]=[CH:7][C:6]([Br:9])=[CH:5][C:3]=1[NH2:4].N1C=CC=CC=1.[F:16][C:17]1[CH:25]=[C:24]([S:26]([CH3:29])(=[O:28])=[O:27])[CH:23]=[CH:22][C:18]=1[C:19](Cl)=[O:20]. Product: [Br:1][C:2]1[CH:8]=[CH:7][C:6]([Br:9])=[CH:5][C:3]=1[NH:4][C:19](=[O:20])[C:18]1[CH:22]=[CH:23][C:24]([S:26]([CH3:29])(=[O:28])=[O:27])=[CH:25][C:17]=1[F:16]. The catalyst class is: 34. (4) Reactant: F[P-](F)(F)(F)(F)F.[N:8]1(OC(N(C)C)=[N+](C)C)[C:12]2[CH:13]=[CH:14][CH:15]=CC=2N=N1.[NH2:25][C:26]1[N:34]=[C:33]([C:35]([OH:37])=O)[N:32]=[C:31]2[C:27]=1[NH:28][C:29](=[O:45])[N:30]2[CH2:38][C:39]1[CH:44]=[CH:43][CH:42]=[CH:41][CH:40]=1.C(N(C(C)C)CC)(C)C.NCC1CC1. Product: [CH:13]1([CH2:12][NH:8][C:35]([C:33]2[N:32]=[C:31]3[C:27]([NH:28][C:29](=[O:45])[N:30]3[CH2:38][C:39]3[CH:44]=[CH:43][CH:42]=[CH:41][CH:40]=3)=[C:26]([NH2:25])[N:34]=2)=[O:37])[CH2:15][CH2:14]1. The catalyst class is: 44. (5) Reactant: [CH:1]([C:4]1[N:5]=[C:6]([C:9]2[CH:18]=[C:17]([O:19][CH:20]3[CH2:37][CH:36]4[CH:22]([C:23](=[O:43])[NH:24][CH2:25][CH2:26][CH2:27][CH2:28][CH:29]=[CH:30][CH:31]5[C:33]([C:40](O)=[O:41])([N:34](C)[C:35]4=[O:38])[CH2:32]5)[CH2:21]3)[C:16]3[C:11](=[C:12]([CH3:46])[C:13]([O:44][CH3:45])=[CH:14][CH:15]=3)[N:10]=2)[S:7][CH:8]=1)([CH3:3])[CH3:2].[C:47](N1C=CN=C1)(N1C=CN=C1)=O.[CH:59]1([S:62]([NH2:65])(=[O:64])=[O:63])[CH2:61][CH2:60]1.C1CCN2C(=NCCC2)CC1. Product: [CH:1]([C:4]1[N:5]=[C:6]([C:9]2[CH:18]=[C:17]([O:19][CH:20]3[CH2:37][CH:36]4[CH:22]([C:23](=[O:43])[N:24]([CH3:47])[CH2:25][CH2:26][CH2:27][CH2:28][CH:29]=[CH:30][CH:31]5[C:33]([C:40]([NH:65][S:62]([CH:59]6[CH2:61][CH2:60]6)(=[O:64])=[O:63])=[O:41])([NH:34][C:35]4=[O:38])[CH2:32]5)[CH2:21]3)[C:16]3[C:11](=[C:12]([CH3:46])[C:13]([O:44][CH3:45])=[CH:14][CH:15]=3)[N:10]=2)[S:7][CH:8]=1)([CH3:3])[CH3:2]. The catalyst class is: 1.